The task is: Predict the product of the given reaction.. This data is from Forward reaction prediction with 1.9M reactions from USPTO patents (1976-2016). (1) Given the reactants [NH:1]1[CH:5]=[C:4]([C:6]2[C:7]([C:12]3[CH:17]=[CH:16][C:15]([F:18])=[CH:14][CH:13]=3)=[N:8][O:9][C:10]=2[CH3:11])[N:3]=[CH:2]1.[F:19][C:20]1[CH:25]=[CH:24][C:23](B(O)O)=[CH:22][CH:21]=1, predict the reaction product. The product is: [F:18][C:15]1[CH:16]=[CH:17][C:12]([C:7]2[C:6]([C:4]3[N:3]=[CH:2][N:1]([C:23]4[CH:24]=[CH:25][C:20]([F:19])=[CH:21][CH:22]=4)[CH:5]=3)=[C:10]([CH3:11])[O:9][N:8]=2)=[CH:13][CH:14]=1. (2) Given the reactants C(O)(=O)CC(O)=[O:4].[CH2:8]1[CH2:13][CH2:12][CH:11]([N:14]=[C:15]=[N:16][CH:17]2[CH2:22][CH2:21][CH2:20][CH2:19][CH2:18]2)[CH2:10][CH2:9]1, predict the reaction product. The product is: [CH:17]1([NH:16][C:15](=[O:4])[NH:14][CH:11]2[CH2:10][CH2:9][CH2:8][CH2:13][CH2:12]2)[CH2:22][CH2:21][CH2:20][CH2:19][CH2:18]1. (3) Given the reactants [I:1][C:2]1[CH:13]=[CH:12][CH:11]=[CH:10][C:3]=1[CH2:4][CH2:5][NH:6][C:7](=O)[CH3:8].IC1C=CC=CC=1CCN.CC(OC(C)=O)=O, predict the reaction product. The product is: [I:1][C:2]1[CH:13]=[CH:12][CH:11]=[C:10]2[C:3]=1[CH2:4][CH2:5][N:6]=[C:7]2[CH3:8]. (4) Given the reactants [Cl:1][C:2]1[C:7]([CH:8]=[O:9])=[CH:6][N:5]=[C:4]2[NH:10][CH:11]=[CH:12][C:3]=12.C(=O)([O-])[O-].[Cs+].[Cs+].[C:19]1([S:25](Cl)(=[O:27])=[O:26])[CH:24]=[CH:23][CH:22]=[CH:21][CH:20]=1, predict the reaction product. The product is: [Cl:1][C:2]1[C:7]([CH:8]=[O:9])=[CH:6][N:5]=[C:4]2[N:10]([S:25]([C:19]3[CH:24]=[CH:23][CH:22]=[CH:21][CH:20]=3)(=[O:27])=[O:26])[CH:11]=[CH:12][C:3]=12. (5) Given the reactants [CH2:1]([O:8][C:9]1[CH:14]=[CH:13][C:12]([C:15]2[O:19][C:18]([CH3:21])([CH3:20])[C:17](=[O:22])[CH:16]=2)=[CH:11][CH:10]=1)[C:2]1[CH:7]=[CH:6][CH:5]=[CH:4][CH:3]=1.C1C(=O)N([Br:30])C(=O)C1, predict the reaction product. The product is: [CH2:1]([O:8][C:9]1[CH:14]=[CH:13][C:12]([C:15]2[O:19][C:18]([CH3:20])([CH3:21])[C:17](=[O:22])[C:16]=2[Br:30])=[CH:11][CH:10]=1)[C:2]1[CH:3]=[CH:4][CH:5]=[CH:6][CH:7]=1. (6) Given the reactants [Br:1][C:2]1[CH:7]=[CH:6][C:5]([CH2:8][C:9](N)=[O:10])=[C:4]([F:12])[CH:3]=1.[OH-:13].[Na+], predict the reaction product. The product is: [Br:1][C:2]1[CH:7]=[CH:6][C:5]([CH2:8][C:9]([OH:13])=[O:10])=[C:4]([F:12])[CH:3]=1. (7) Given the reactants C([N:3]([CH2:6]C)[CH2:4][CH3:5])C.[CH:8]1[CH:13]=CC(OP(O[C:8]2[CH:13]=CC=[CH:10][CH:9]=2)(N=[N+]=[N-])=O)=[CH:10][CH:9]=1.[CH2:27]([OH:34])[C:28]1[CH:33]=[CH:32][CH:31]=[CH:30][CH:29]=1.[O:35]1CCCC1, predict the reaction product. The product is: [CH2:27]([O:34][C:6]([NH:3][C:4]1[CH:5]=[CH:10][CH:9]=[CH:8][CH:13]=1)=[O:35])[C:28]1[CH:33]=[CH:32][CH:31]=[CH:30][CH:29]=1. (8) Given the reactants C([O:8][C:9]1[CH:14]=[CH:13][C:12]([C:15](=O)[C:16]([CH3:23])([CH3:22])[CH2:17][C:18]([O:20][CH3:21])=[O:19])=[CH:11][CH:10]=1)C1C=CC=CC=1.[H][H], predict the reaction product. The product is: [OH:8][C:9]1[CH:10]=[CH:11][C:12]([CH2:15][C:16]([CH3:23])([CH3:22])[CH2:17][C:18]([O:20][CH3:21])=[O:19])=[CH:13][CH:14]=1. (9) Given the reactants [Cl:1][C:2]1[N:7]=[CH:6][C:5]2[C:8](=[O:16])[NH:9][N:10]([C:11]([O:13][CH2:14][CH3:15])=[O:12])[C:4]=2[CH:3]=1.C(=O)([O-])[O-].[K+].[K+].[CH2:23](Br)[C:24]1[CH:29]=[CH:28][CH:27]=[CH:26][CH:25]=1.O, predict the reaction product. The product is: [CH2:23]([N:9]1[C:8](=[O:16])[C:5]2[CH:6]=[N:7][C:2]([Cl:1])=[CH:3][C:4]=2[N:10]1[C:11]([O:13][CH2:14][CH3:15])=[O:12])[C:24]1[CH:29]=[CH:28][CH:27]=[CH:26][CH:25]=1. (10) Given the reactants [N:1]1([C@H:6]2[CH2:10][CH2:9][CH2:8][C@H:7]2[NH2:11])[CH2:5][CH2:4][CH2:3][CH2:2]1.[CH:12]([O:15][C:16]1[CH:24]=[C:23]([C:25]([F:28])([F:27])[F:26])[CH:22]=[CH:21][C:17]=1[C:18](O)=[O:19])([CH3:14])[CH3:13], predict the reaction product. The product is: [CH:12]([O:15][C:16]1[CH:24]=[C:23]([C:25]([F:26])([F:27])[F:28])[CH:22]=[CH:21][C:17]=1[C:18]([NH:11][CH:7]1[CH2:8][CH2:9][CH2:10][CH:6]1[N:1]1[CH2:2][CH2:3][CH2:4][CH2:5]1)=[O:19])([CH3:14])[CH3:13].